Dataset: Reaction yield outcomes from USPTO patents with 853,638 reactions. Task: Predict the reaction yield, written as a fraction of the theoretical maximum amount of product (1.0 means a 100% yield; for example, 0.34 means a 34% yield). (1) The reactants are [Cl:1][C:2]1[CH:7]=[CH:6][C:5]([Cl:8])=[CH:4][C:3]=1[S:9](Cl)(=[O:11])=[O:10].Cl.Cl.[NH:15]1[CH2:20][CH2:19][CH:18]([CH2:21][N:22]2[CH2:31][CH2:30][C:29]3[C:24](=[CH:25][CH:26]=[CH:27][CH:28]=3)[CH2:23]2)[CH2:17][CH2:16]1.C(N(CC)C(C)C)(C)C. The catalyst is C(Cl)Cl. The product is [Cl:1][C:2]1[CH:7]=[CH:6][C:5]([Cl:8])=[CH:4][C:3]=1[S:9]([N:15]1[CH2:20][CH2:19][CH:18]([CH2:21][N:22]2[CH2:31][CH2:30][C:29]3[C:24](=[CH:25][CH:26]=[CH:27][CH:28]=3)[CH2:23]2)[CH2:17][CH2:16]1)(=[O:11])=[O:10]. The yield is 0.780. (2) The reactants are [CH3:1][C:2]1([CH3:12])[C:11]2[C:6](=[CH:7][CH:8]=[CH:9][CH:10]=2)[NH:5][CH2:4][CH2:3]1.[N+:13]([O-])([O-:15])=[O:14].[K+].C([O-])([O-])=O.[Na+].[Na+]. The catalyst is OS(O)(=O)=O. The product is [CH3:1][C:2]1([CH3:12])[C:11]2[C:6](=[CH:7][C:8]([N+:13]([O-:15])=[O:14])=[CH:9][CH:10]=2)[NH:5][CH2:4][CH2:3]1. The yield is 0.500. (3) The reactants are [F:1][C:2]1[C:3]([N+:16]([O-])=O)=[CH:4][C:5]([N+:13]([O-])=O)=[C:6](/[CH:8]=[CH:9]/N(C)C)[CH:7]=1. The catalyst is [Ni].CCO. The product is [F:1][C:2]1[CH:7]=[C:6]2[C:5](=[CH:4][C:3]=1[NH2:16])[NH:13][CH:9]=[CH:8]2. The yield is 0.160. (4) The reactants are [F:1][C:2]1[CH:7]=[CH:6][CH:5]=[C:4]([F:8])[C:3]=1[N:9]1[C:14]2[N:15]=[C:16](S(C)=O)[N:17]=[C:18]([C:19]3[CH:20]=[C:21]([CH:28]=[CH:29][C:30]=3[CH3:31])[C:22]([NH:24][CH2:25][CH2:26][CH3:27])=[O:23])[C:13]=2[CH2:12][NH:11][C:10]1=[O:35].[N:36]1([CH:41]2[CH2:46][CH2:45][NH:44][CH2:43][CH2:42]2)[CH2:40][CH2:39][CH2:38][CH2:37]1. The catalyst is C(Cl)Cl. The product is [F:1][C:2]1[CH:7]=[CH:6][CH:5]=[C:4]([F:8])[C:3]=1[N:9]1[C:14]2[N:15]=[C:16]([N:44]3[CH2:45][CH2:46][CH:41]([N:36]4[CH2:40][CH2:39][CH2:38][CH2:37]4)[CH2:42][CH2:43]3)[N:17]=[C:18]([C:19]3[CH:20]=[C:21]([CH:28]=[CH:29][C:30]=3[CH3:31])[C:22]([NH:24][CH2:25][CH2:26][CH3:27])=[O:23])[C:13]=2[CH2:12][NH:11][C:10]1=[O:35]. The yield is 0.550. (5) The reactants are C[Si]([N-][Si](C)(C)C)(C)C.[Li+].[CH2:11]([O:13][CH2:14][C@H:15]([OH:26])[C:16]([NH:18][C:19]1[CH:24]=[CH:23][C:22]([CH3:25])=[CH:21][N:20]=1)=[O:17])[CH3:12].Cl[C:28]1[N:33]=[CH:32][N:31]=[C:30]2[N:34]([C:37]3[C:42]([Cl:43])=[CH:41][CH:40]=[CH:39][N:38]=3)[N:35]=[CH:36][C:29]=12. The catalyst is C1COCC1.CCOC(C)=O. The product is [Cl:43][C:42]1[C:37]([N:34]2[C:30]3[N:31]=[CH:32][N:33]=[C:28]([O:26][C@@H:15]([CH2:14][O:13][CH2:11][CH3:12])[C:16]([NH:18][C:19]4[CH:24]=[CH:23][C:22]([CH3:25])=[CH:21][N:20]=4)=[O:17])[C:29]=3[CH:36]=[N:35]2)=[N:38][CH:39]=[CH:40][CH:41]=1. The yield is 0.630.